From a dataset of Drug-target binding data from BindingDB using Ki measurements. Regression. Given a target protein amino acid sequence and a drug SMILES string, predict the binding affinity score between them. We predict pKi (pKi = -log10(Ki in M); higher means stronger inhibition). Dataset: bindingdb_ki. (1) The drug is Fc1ccc(C(OCCN2CCN(CCCc3ccccc3)CC2)c2ccc(F)cc2)cc1. The target is MLLARMKPQVQPELGGADQ. The pKi is 6.4. (2) The drug is NC1=NCN(c2ccc(F)cc2)C(N)=N1. The target protein sequence is MMEQVCDVFDIYAICVCCKVESKNEGKKNEVFNNYTFRGLGNKGVLPWKCNSLDMKYFCAVTTYVNESKYEKLKYKRCKYLNKETVDNVNDMPNSKKLQNVVVMGRTTWESIPKKFKPLSNRINVILSRTLKKEDFDEDVYIINKVEDLIVLLGKLNYYKCFIIGGSVVYQEFLEKKLIKKIYFTRINSTYECDVFFPEINENEYQIISVSDVYTSNNTTLDFIIYKKTNNKMLNEQNCIKGEEKNNDMPLKNDDKDTCHMKKLTEFYKNVDKYKINYENDDDDEEEDDFVYFNFNKEKEEKNKNSIHPNDFQIYNSLKYKYHPEYQYLNIIYDIMMNGNKQSDRTGVGVLSKFGYIMKFDLSQYFPLLTTKKLFLRGIIEELLWFIRGETNGNTLLNKNVRIWEANGTREFLDNRKLFHREVNDLGPIYGFQWRHFGAEYTNMYDNYENKGVDQLKNIINLIKNDPTSRRILLCAWNVKDLDQMALPPCHILCQFYVFD.... The pKi is 6.3. (3) The small molecule is O=CN1N=C(c2ccccc2)CC1c1cccc([N+](=O)[O-])c1. The target protein sequence is MWAVLPLLCAGAWLLGAPACGAAELAVNSLEKFHFQSWMVQHQKKYSSEEYHHRLQVFASNLREINAHNARNHTFKMGLNQFSDMSFAELKRKYLWSEPQNCSATKSNYLRGTGPYPPSMDWREKGNFVTPVKNQGSCGSCWTFSTTGALESAVAIATGKLPFLAEQQLVDCAQNFNNHGCQGGLPSQAFEYIRYNKGIMGEDTYPYRGQDGDCKYQPSKAIAFVKDVANITLNDEEAMVEAVALYNPVSFAFEVTADFMMYRKGIYSSTSCHKTPDKVNHAVLAVGYGEEKGIPYWIVKNSWGPHWGMKGYFLIERGKNMCGLAACASFPIPLV. The pKi is 9.2. (4) The compound is [SH-]. The target protein sequence is MKAFLGALEFQENEYEELKELYESLKTKQKPHTLFISCVDSRVVPNLITGTKPGELYVIRNMGNVIPPKTSHKESLSTMASIEYAIVHVGVQNLIICGHSDCGACGSTHLINDGXTKAKTPYIADWIQFLEPIKEELKNHPQFSNHFAKRSWLTERLNVRLQLNNLLSYDFIQERVVNNELKIFGWHYIIETGRIYNYNFESHFFEPIXETXKQRKSHENF. The pKi is 3.2. (5) The compound is C[C@@H](O)[C@H]1C(=O)N2C(C(=O)O)=C(SCCN=CN)C[C@H]12. The pKi is 7.2. The target protein sequence is MNVITKCVFTASALLMLGLSSFVVSAQSPLLKEQIETIVTGKKATVGVAVWGPDDLEPLLLNPFEKFPMQSVFKLHLAMLVLHQVDQGKLDLNQSVTVNRAAVLQNTWSPMMKDHQGDEFTVAVQQLLQYSVSHSDNVACDLLFELVGGPQALHAYIQSLGVKEAAVVANEAQMHADDQVQYQNWTSMKAAAQVLQKFEQKKQLSETSQALLWKWMVETTTGPQRLKGLLPAGTIVAHKTGTSGVRAGKTAATNDAGVIMLPDGRPLLVAVFVKDSAESERTNEAIIAQVAQAAYQFELKKLSAVSPD.